This data is from Forward reaction prediction with 1.9M reactions from USPTO patents (1976-2016). The task is: Predict the product of the given reaction. (1) Given the reactants C(OC([NH:11][CH:12]([CH2:23][CH2:24][P:25]([O:34][CH2:35][CH2:36][CH2:37][CH3:38])([O:27][C:28]1[CH:33]=[CH:32][CH:31]=[CH:30][CH:29]=1)=[O:26])[C:13]([O:15]CC1C=CC=CC=1)=[O:14])=O)C1C=CC=CC=1.[H][H], predict the reaction product. The product is: [NH2:11][CH:12]([CH2:23][CH2:24][P:25]([O:34][CH2:35][CH2:36][CH2:37][CH3:38])([O:27][C:28]1[CH:33]=[CH:32][CH:31]=[CH:30][CH:29]=1)=[O:26])[C:13]([OH:15])=[O:14]. (2) Given the reactants [OH:1][C@@H:2]([CH2:6][C:7]1[CH:12]=[CH:11][C:10]([O:13][C:14]([CH3:17])([CH3:16])[CH3:15])=[CH:9][CH:8]=1)[C:3]([OH:5])=[O:4].[H-].[Na+].[CH2:20](Br)[CH3:21].[Cl-].[NH4+], predict the reaction product. The product is: [CH2:20]([O:1][C@@H:2]([CH2:6][C:7]1[CH:8]=[CH:9][C:10]([O:13][C:14]([CH3:17])([CH3:16])[CH3:15])=[CH:11][CH:12]=1)[C:3]([OH:5])=[O:4])[CH3:21]. (3) Given the reactants [CH3:1][Mg+].[Br-].[F:4][C:5]1[CH:10]=[C:9]([I:11])[CH:8]=[CH:7][C:6]=1[N:12]1[CH:17]=[C:16]([O:18][CH3:19])[C:15](=[O:20])[C:14]([C:21](N(OC)C)=[O:22])=[N:13]1, predict the reaction product. The product is: [C:21]([C:14]1[C:15](=[O:20])[C:16]([O:18][CH3:19])=[CH:17][N:12]([C:6]2[CH:7]=[CH:8][C:9]([I:11])=[CH:10][C:5]=2[F:4])[N:13]=1)(=[O:22])[CH3:1].